This data is from Forward reaction prediction with 1.9M reactions from USPTO patents (1976-2016). The task is: Predict the product of the given reaction. (1) The product is: [CH:3]1([C:6]2[CH:7]=[CH:8][C:9]3[N:10]([N:12]=[C:13]([C:26]4[CH:27]=[CH:28][CH:29]=[CH:30][CH:31]=4)[C:14]=3[CH2:15][C:16]3[N:21]=[C:20]([C:22]([OH:24])=[O:23])[CH:19]=[CH:18][CH:17]=3)[CH:11]=2)[CH2:5][CH2:4]1. Given the reactants [OH-].[K+].[CH:3]1([C:6]2[CH:7]=[CH:8][C:9]3[N:10]([N:12]=[C:13]([C:26]4[CH:31]=[CH:30][CH:29]=[CH:28][CH:27]=4)[C:14]=3[CH2:15][C:16]3[N:21]=[C:20]([C:22]([O:24]C)=[O:23])[CH:19]=[CH:18][CH:17]=3)[CH:11]=2)[CH2:5][CH2:4]1.Cl, predict the reaction product. (2) Given the reactants [OH:1][CH2:2][CH2:3][C:4]#[CH:5].N1C=CN=C1.[Si:11](Cl)([C:14]([CH3:17])([CH3:16])[CH3:15])([CH3:13])[CH3:12], predict the reaction product. The product is: [Si:11]([O:1][CH2:2][CH2:3][C:4]#[CH:5])([C:14]([CH3:17])([CH3:16])[CH3:15])([CH3:13])[CH3:12]. (3) Given the reactants [CH3:1][C:2]1[CH:9]=[C:8]([CH3:10])[CH:7]=[CH:6][C:3]=1[CH:4]=[O:5].[BH4-].[Na+], predict the reaction product. The product is: [CH3:1][C:2]1[CH:9]=[C:8]([CH3:10])[CH:7]=[CH:6][C:3]=1[CH2:4][OH:5].